The task is: Predict the reactants needed to synthesize the given product.. This data is from Full USPTO retrosynthesis dataset with 1.9M reactions from patents (1976-2016). (1) Given the product [Cl:1][C:2]1[CH:7]=[CH:6][N:5]=[C:4]([CH2:8][N:10]2[CH2:15][CH2:14][O:13][CH2:12][CH2:11]2)[N:3]=1, predict the reactants needed to synthesize it. The reactants are: [Cl:1][C:2]1[CH:7]=[CH:6][N:5]=[C:4]([CH:8]=O)[N:3]=1.[NH:10]1[CH2:15][CH2:14][O:13][CH2:12][CH2:11]1. (2) Given the product [Br:1][C:2]1[CH:9]=[CH:8][C:5](/[CH:6]=[N:17]\[S@@:15]([C:12]([CH3:14])([CH3:13])[CH3:11])=[O:16])=[C:4]([Cl:10])[CH:3]=1, predict the reactants needed to synthesize it. The reactants are: [Br:1][C:2]1[CH:9]=[CH:8][C:5]([CH:6]=O)=[C:4]([Cl:10])[CH:3]=1.[CH3:11][C:12]([S@:15]([NH2:17])=[O:16])([CH3:14])[CH3:13].